Dataset: Reaction yield outcomes from USPTO patents with 853,638 reactions. Task: Predict the reaction yield, written as a fraction of the theoretical maximum amount of product (1.0 means a 100% yield; for example, 0.34 means a 34% yield). (1) The reactants are [CH3:1][O:2][C:3]([C@@:5]1([F:29])[C@H:7]([C:8]2[CH:13]=[CH:12][C:11](B3OC(C)(C)C(C)(C)O3)=[CH:10][CH:9]=2)[C@H:6]1[C:23]1[CH:28]=[CH:27][CH:26]=[CH:25][CH:24]=1)=[O:4].Br[C:31]1[N:36]=[C:35]([C:37]([F:40])([F:39])[F:38])[CH:34]=[CH:33][N:32]=1.C([O-])([O-])=O.[Na+].[Na+]. The catalyst is O1CCOCC1.O.C1C=CC(P(C2C=CC=CC=2)[C-]2C=CC=C2)=CC=1.C1C=CC(P(C2C=CC=CC=2)[C-]2C=CC=C2)=CC=1.Cl[Pd]Cl.[Fe+2]. The product is [CH3:1][O:2][C:3]([C@@:5]1([F:29])[C@H:7]([C:8]2[CH:9]=[CH:10][C:11]([C:31]3[N:36]=[C:35]([C:37]([F:40])([F:39])[F:38])[CH:34]=[CH:33][N:32]=3)=[CH:12][CH:13]=2)[C@H:6]1[C:23]1[CH:28]=[CH:27][CH:26]=[CH:25][CH:24]=1)=[O:4]. The yield is 0.410. (2) The reactants are [C:1]([Cl:5])(Cl)(Cl)[Cl:2].C1(P(C2C=CC=CC=2)C2C=CC=CC=2)C=CC=CC=1.[F:25][C:26]1[CH:31]=[C:30]([F:32])[CH:29]=[CH:28][C:27]=1[C:33](=O)[C:34]([O:36][CH2:37][CH3:38])=[O:35]. The catalyst is ClCCl. The product is [Cl:2][C:1]([Cl:5])=[C:33]([C:27]1[CH:28]=[CH:29][C:30]([F:32])=[CH:31][C:26]=1[F:25])[C:34]([O:36][CH2:37][CH3:38])=[O:35]. The yield is 0.900. (3) The reactants are [OH:1][CH2:2][C:3]([CH3:9])([CH3:8])[C:4](OC)=[O:5].[CH2:10]([NH2:14])[CH2:11][CH2:12][CH3:13]. No catalyst specified. The product is [CH2:10]([NH:14][C:4](=[O:5])[C:3]([CH3:9])([CH3:8])[CH2:2][OH:1])[CH2:11][CH2:12][CH3:13]. The yield is 1.00. (4) The reactants are C[O:2][C:3]([CH:5]1[CH2:10][N:9]([S:11]([C:14]2[CH:19]=[CH:18][C:17]([Br:20])=[CH:16][CH:15]=2)(=[O:13])=[O:12])[CH2:8][CH2:7][N:6]1[C:21]([O:23][C:24]([CH3:27])([CH3:26])[CH3:25])=[O:22])=O.[H-].[H-].[H-].[H-].[Li+].[Al+3]. The catalyst is C1COCC1.CCOC(C)=O.O. The product is [Br:20][C:17]1[CH:18]=[CH:19][C:14]([S:11]([N:9]2[CH2:8][CH2:7][N:6]([C:21]([O:23][C:24]([CH3:25])([CH3:26])[CH3:27])=[O:22])[CH:5]([CH2:3][OH:2])[CH2:10]2)(=[O:12])=[O:13])=[CH:15][CH:16]=1. The yield is 0.580. (5) The reactants are [O:1]1[CH2:6][CH2:5][CH2:4][CH2:3][CH:2]1[O:7][C@H:8]1[CH2:13][CH2:12][C@H:11]([CH2:14][OH:15])[CH2:10][CH2:9]1.[Br:16][C:17]1[CH:22]=[CH:21][C:20](O)=[CH:19][C:18]=1[F:24].BrC1C=CC(OC[C@@H]2CC[C@H](OC3CCCCO3)CC2)=CC=1. No catalyst specified. The product is [Br:16][C:17]1[CH:22]=[CH:21][C:20]([O:15][CH2:14][C@H:11]2[CH2:12][CH2:13][C@H:8]([O:7][CH:2]3[CH2:3][CH2:4][CH2:5][CH2:6][O:1]3)[CH2:9][CH2:10]2)=[CH:19][C:18]=1[F:24]. The yield is 0.816. (6) The reactants are [OH:1][C:2]1[CH:9]=[CH:8][C:5]([CH:6]=O)=[CH:4][CH:3]=1.[NH2:10][C:11]1[N:12]=[N:13][C:14]([CH3:17])=[CH:15][CH:16]=1.C(O[C:21](=[O:36])[C:22]([OH:35])=[CH:23][C:24]([C:26]1[CH:31]=[CH:30][C:29]([CH:32]([CH3:34])[CH3:33])=[CH:28][CH:27]=1)=[O:25])C. No catalyst specified. The product is [OH:35][C:22]1[C:21](=[O:36])[N:10]([C:11]2[N:12]=[N:13][C:14]([CH3:17])=[CH:15][CH:16]=2)[CH:6]([C:5]2[CH:8]=[CH:9][C:2]([OH:1])=[CH:3][CH:4]=2)[C:23]=1[C:24](=[O:25])[C:26]1[CH:27]=[CH:28][C:29]([CH:32]([CH3:33])[CH3:34])=[CH:30][CH:31]=1. The yield is 0.0800. (7) The reactants are [CH2:1]([O:3][C:4](=[O:23])[CH2:5][N:6]1[C:14]2[C:9](=[CH:10][C:11]([O:15][Si](C(C)(C)C)(C)C)=[CH:12][CH:13]=2)[CH:8]=[CH:7]1)[CH3:2].O.[F-].C([N+](CCCC)(CCCC)CCCC)CCC. The catalyst is C1COCC1.CCOCC. The product is [CH2:1]([O:3][C:4](=[O:23])[CH2:5][N:6]1[C:14]2[C:9](=[CH:10][C:11]([OH:15])=[CH:12][CH:13]=2)[CH:8]=[CH:7]1)[CH3:2]. The yield is 0.830. (8) The reactants are [Br:1][C:2]1[CH:7]=[CH:6][C:5]([NH:8][C:9](=[O:14])[C:10]([CH3:13])([CH3:12])[CH3:11])=[C:4]([C:15]2[N:20]=[CH:19][CH:18]=[CH:17][N:16]=2)[CH:3]=1.[N+:21]([O-])([OH:23])=[O:22].CO. The catalyst is C(O)(C(F)(F)F)=O.O. The product is [Br:1][C:2]1[CH:3]=[C:4]([C:15]2[N:16]=[CH:17][CH:18]=[CH:19][N:20]=2)[C:5]([NH:8][C:9](=[O:14])[C:10]([CH3:12])([CH3:13])[CH3:11])=[C:6]([N+:21]([O-:23])=[O:22])[CH:7]=1. The yield is 0.810. (9) The reactants are [CH2:1]([C@@H:5]1[NH:10][CH2:9][C@H:8]([C:11]2[CH:16]=[CH:15][CH:14]=[CH:13][CH:12]=2)[NH:7][C:6]1=[O:17])[CH:2]([CH3:4])[CH3:3].[F:18][C:19]1[CH:24]=[CH:23][C:22]([C@@H:25]2[CH2:27][C@H:26]2[C:28](O)=[O:29])=[CH:21][CH:20]=1.C([C@@H]1N(C(=O)/C=C/C2C=CC=CC=2)C[C@H](CC(C)C)NC1=O)C(C)C. No catalyst specified. The product is [F:18][C:19]1[CH:20]=[CH:21][C:22]([C@@H:25]2[CH2:27][C@H:26]2[C:28]([N:10]2[CH2:9][C@H:8]([C:11]3[CH:12]=[CH:13][CH:14]=[CH:15][CH:16]=3)[NH:7][C:6](=[O:17])[C@@H:5]2[CH2:1][CH:2]([CH3:4])[CH3:3])=[O:29])=[CH:23][CH:24]=1. The yield is 0.704. (10) The reactants are [Cl:1][C:2]1[CH:7]=[CH:6][C:5]([C:8](=O)[CH2:9][C:10](=O)[C:11]([F:14])([F:13])[F:12])=[CH:4][CH:3]=1.[NH2:17][C:18]1[C:22]([C:23]2[CH:24]=[N:25][CH:26]=[CH:27][CH:28]=2)=[CH:21][NH:20][N:19]=1. No catalyst specified. The product is [Cl:1][C:2]1[CH:7]=[CH:6][C:5]([C:8]2[CH:9]=[C:10]([C:11]([F:14])([F:13])[F:12])[N:19]3[N:20]=[CH:21][C:22]([C:23]4[CH:24]=[N:25][CH:26]=[CH:27][CH:28]=4)=[C:18]3[N:17]=2)=[CH:4][CH:3]=1. The yield is 0.820.